From a dataset of Full USPTO retrosynthesis dataset with 1.9M reactions from patents (1976-2016). Predict the reactants needed to synthesize the given product. (1) Given the product [CH3:18][S:15]([C:12]1[CH:11]=[CH:10][C:9]([C:7]2[CH:8]=[C:3]([C:2]([F:1])([F:20])[F:21])[CH:4]=[C:5]([O:19][CH2:28][C:23]3[CH:24]=[CH:25][CH:26]=[CH:27][N:22]=3)[N:6]=2)=[CH:14][CH:13]=1)(=[O:16])=[O:17], predict the reactants needed to synthesize it. The reactants are: [F:1][C:2]([F:21])([F:20])[C:3]1[CH:8]=[C:7]([C:9]2[CH:14]=[CH:13][C:12]([S:15]([CH3:18])(=[O:17])=[O:16])=[CH:11][CH:10]=2)[NH:6][C:5](=[O:19])[CH:4]=1.[N:22]1[CH:27]=[CH:26][CH:25]=[CH:24][C:23]=1[CH2:28]O.C1(P(C2C=CC=CC=2)C2C=CC=CC=2)C=CC=CC=1. (2) Given the product [F:43][C:40]1[N:41]=[CH:42][C:37]([C:16]2[CH:15]=[CH:14][C:13]([C@@H:11]([N:7]3[CH2:6][CH2:5][C@:4]([CH2:3][C:2]([OH:1])([CH3:35])[CH3:34])([C:28]4[CH:33]=[CH:32][CH:31]=[CH:30][CH:29]=4)[O:9][C:8]3=[O:10])[CH3:12])=[CH:18][CH:17]=2)=[CH:38][CH:39]=1, predict the reactants needed to synthesize it. The reactants are: [OH:1][C:2]([CH3:35])([CH3:34])[CH2:3][C@@:4]1([C:28]2[CH:33]=[CH:32][CH:31]=[CH:30][CH:29]=2)[O:9][C:8](=[O:10])[N:7]([C@H:11]([C:13]2[CH:18]=[CH:17][C:16](B3OC(C)(C)C(C)(C)O3)=[CH:15][CH:14]=2)[CH3:12])[CH2:6][CH2:5]1.Br[C:37]1[CH:38]=[CH:39][C:40]([F:43])=[N:41][CH:42]=1. (3) Given the product [F:1][C:2]1([F:26])[C:14]([C:15]2[C:16]([C:21]([F:24])([F:23])[F:22])=[N:17][CH:18]=[CH:19][CH:20]=2)=[N:5][CH2:4][C:3]1=[CH2:13], predict the reactants needed to synthesize it. The reactants are: [F:1][C:2]([F:26])([C:14](=O)[C:15]1[C:16]([C:21]([F:24])([F:23])[F:22])=[N:17][CH:18]=[CH:19][CH:20]=1)[C:3](=[CH2:13])[CH2:4][NH:5]C(=O)OC(C)(C)C.Cl. (4) Given the product [Cl:22][C:23]1[C:30]([F:31])=[CH:29][C:26]([C:27]#[N:28])=[C:25]([CH:24]=1)[O:18][C@@H:11]([C:12]1[N:13]([CH3:17])[CH:14]=[CH:15][N:16]=1)[CH2:10][CH2:9][CH2:8][NH:7][C:6](=[O:19])[O:5][C:2]([CH3:1])([CH3:3])[CH3:4], predict the reactants needed to synthesize it. The reactants are: [CH3:1][C:2]([O:5][C:6](=[O:19])[NH:7][CH2:8][CH2:9][CH2:10][C@@H:11]([OH:18])[C:12]1[N:13]([CH3:17])[CH:14]=[CH:15][N:16]=1)([CH3:4])[CH3:3].[H-].[Na+].[Cl:22][C:23]1[C:30]([F:31])=[CH:29][C:26]([C:27]#[N:28])=[C:25](F)[CH:24]=1.O. (5) The reactants are: Cl[C:2]1[C:11]2[C:6](=[N:7][CH:8]=[C:9]([F:12])[CH:10]=2)[NH:5][C:4](=[O:13])[C:3]=1[C:14]#[N:15].[N:16]1([C:22]([C:24]2[S:25][CH:26]=[CH:27][CH:28]=2)=[O:23])[CH2:21][CH2:20][NH:19][CH2:18][CH2:17]1. Given the product [F:12][C:9]1[CH:10]=[C:11]2[C:6](=[N:7][CH:8]=1)[NH:5][C:4](=[O:13])[C:3]([C:14]#[N:15])=[C:2]2[N:19]1[CH2:20][CH2:21][N:16]([C:22]([C:24]2[S:25][CH:26]=[CH:27][CH:28]=2)=[O:23])[CH2:17][CH2:18]1, predict the reactants needed to synthesize it.